From a dataset of Full USPTO retrosynthesis dataset with 1.9M reactions from patents (1976-2016). Predict the reactants needed to synthesize the given product. (1) Given the product [Cl:38][C:35]1[CH:11]=[CH:10][CH:9]=[CH:8][C:7]=1[CH2:12][N:13]1[C:14]([OH:34])=[C:15]([C:30]([N:3]([CH2:1][CH3:2])[CH3:4])=[O:32])[C:16]([OH:29])=[C:17]([C:20]([NH:22][CH2:23][C:24]([O-:26])=[O:25])=[O:21])[C:18]1=[O:19].[NH4+:3], predict the reactants needed to synthesize it. The reactants are: [CH2:1]([NH:3][CH3:4])[CH3:2].ClC1[CH:11]=[CH:10][CH:9]=[CH:8][C:7]=1[CH2:12][N:13]1[C:18](=[O:19])[C:17]([C:20]([NH:22][CH2:23][C:24]([O:26]CC)=[O:25])=[O:21])=[C:16]([OH:29])[C:15]([C:30]([O:32]C)=O)=[C:14]1[OH:34].[CH:35]([Cl:38])(Cl)Cl. (2) Given the product [CH2:1]([O:3][C:4]([C:5]1[O:13][C:14]2[CH:15]=[C:16]([F:20])[CH:17]=[CH:18][C:19]=2[C:6]=1[C:7]([O:9][CH2:10][CH3:11])=[O:8])=[O:21])[CH3:2], predict the reactants needed to synthesize it. The reactants are: [CH2:1]([O:3][C:4](=[O:21])[CH:5]([O:13][C:14]1[CH:19]=[CH:18][CH:17]=[C:16]([F:20])[CH:15]=1)[C:6](=O)[C:7]([O:9][CH2:10][CH3:11])=[O:8])[CH3:2].S(=O)(=O)(O)O. (3) Given the product [F:2][C:3]1[CH:8]=[CH:7][C:6]([S:9]([CH:12]([NH:24][CH2:60][C:61]2[CH:62]=[CH:63][C:64]([C:67]3[S:68][CH:69]=[CH:70][N:71]=3)=[CH:65][CH:66]=2)[C:13]2[N:18]=[C:17]([NH:19][CH2:20][C:21]([OH:23])=[O:22])[CH:16]=[CH:15][CH:14]=2)(=[O:11])=[O:10])=[CH:5][CH:4]=1, predict the reactants needed to synthesize it. The reactants are: Cl.[F:2][C:3]1[CH:8]=[CH:7][C:6]([S:9]([C:12](CC2C=CC(C3SC=CN=3)=CC=2)([NH2:24])[C:13]2[N:18]=[C:17]([NH:19][CH2:20][C:21]([OH:23])=[O:22])[CH:16]=[CH:15][CH:14]=2)(=[O:11])=[O:10])=[CH:5][CH:4]=1.Cl.N1C=CC=C(S(C(N[CH2:60][C:61]2[CH:66]=[CH:65][C:64]([C:67]3[S:68][CH:69]=[CH:70][N:71]=3)=[CH:63][CH:62]=2)C2N=C(NCC(O)=O)C=CC=2)(=O)=O)C=1. (4) Given the product [OH:18][C:19]1[C:24](=[O:25])[NH:23][N:22]=[C:21]([N:33]([CH3:37])[CH2:34][CH2:35][CH3:36])[CH:20]=1, predict the reactants needed to synthesize it. The reactants are: C(C1C=C(O)C(=O)NN=1)C.C([O:18][C:19]1[CH:20]=[C:21]([N:33]([CH3:37])[CH2:34][CH2:35][CH3:36])[N:22]=[N:23][C:24]=1[O:25]CC1C=CC=CC=1)C1C=CC=CC=1. (5) Given the product [C:1]1([S:7]([C:10]2[CH:11]=[C:12]3[C:17](=[CH:18][CH:19]=2)[CH:16]([OH:20])[CH2:15][CH2:14][CH2:13]3)(=[O:9])=[O:8])[CH:2]=[CH:3][CH:4]=[CH:5][CH:6]=1, predict the reactants needed to synthesize it. The reactants are: [C:1]1([S:7]([C:10]2[CH:11]=[C:12]3[C:17](=[CH:18][CH:19]=2)[C:16](=[O:20])[CH2:15][CH2:14][CH2:13]3)(=[O:9])=[O:8])[CH:6]=[CH:5][CH:4]=[CH:3][CH:2]=1.[Na].CO. (6) Given the product [Cl:25][CH:26]1[CH2:31][CH2:30][N:29]([S:10]([C:7]2[CH:8]=[CH:9][C:4]([N+:1]([O-:3])=[O:2])=[CH:5][CH:6]=2)(=[O:12])=[O:11])[CH2:28][CH2:27]1, predict the reactants needed to synthesize it. The reactants are: [N+:1]([C:4]1[CH:9]=[CH:8][C:7]([S:10](Cl)(=[O:12])=[O:11])=[CH:6][CH:5]=1)([O-:3])=[O:2].N1C=CC=CC=1.C1COCC1.[Cl:25][CH:26]1[CH2:31][CH2:30][NH:29][CH2:28][CH2:27]1. (7) Given the product [CH3:16][C:5]1[N:6]=[C:7]2[N:8]([CH2:11][CH2:12][CH2:13][CH:14]2[OH:15])[C:9](=[O:10])[C:4]=1[CH2:3][CH2:2][N:37]1[CH2:36][CH2:35][CH:34]([C:31]2[C:30]3[CH:40]=[CH:41][C:27]([F:26])=[CH:28][C:29]=3[O:33][N:32]=2)[CH2:39][CH2:38]1, predict the reactants needed to synthesize it. The reactants are: Cl[CH2:2][CH2:3][C:4]1[C:9](=[O:10])[N:8]2[CH2:11][CH2:12][CH2:13][CH:14]([OH:15])[C:7]2=[N:6][C:5]=1[CH3:16].C(N(C(C)C)CC)(C)C.[F:26][C:27]1[CH:41]=[CH:40][C:30]2[C:31]([CH:34]3[CH2:39][CH2:38][NH:37][CH2:36][CH2:35]3)=[N:32][O:33][C:29]=2[CH:28]=1. (8) Given the product [Br:3][C:4]1[S:8][C:7]([C:9]([NH2:20])=[O:10])=[C:6]([NH:13][CH3:14])[CH:5]=1, predict the reactants needed to synthesize it. The reactants are: [OH-].[Na+].[Br:3][C:4]1[S:8][C:7]([C:9](OC)=[O:10])=[C:6]([NH:13][CH3:14])[CH:5]=1.Cl.[Cl-].[NH4+].C([N:20](CC)CC)C.ON1C2C=CC=CC=2N=N1.Cl.C(N=C=NCCCN(C)C)C.C([O-])(O)=O.[Na+].